From a dataset of Full USPTO retrosynthesis dataset with 1.9M reactions from patents (1976-2016). Predict the reactants needed to synthesize the given product. (1) Given the product [Cl:1][C:2]1[C:7](=[O:8])[N:6]([CH3:9])[CH:5]=[C:4]([N:10]2[CH:11]([C:31]3[CH:36]=[CH:35][C:34]([Cl:37])=[CH:33][CH:32]=3)[C:12]3[C:13](=[N:14][N:15]([C:18]4[C:19]([O:26][CH3:27])=[N:20][C:21]([O:24][CH3:25])=[N:22][CH:23]=4)[C:16]=3[CH3:17])[C:28]2=[O:29])[CH:3]=1, predict the reactants needed to synthesize it. The reactants are: [Cl:1][C:2]1[C:7](=[O:8])[N:6]([CH3:9])[CH:5]=[C:4]([NH:10][CH:11]([C:31]2[CH:36]=[CH:35][C:34]([Cl:37])=[CH:33][CH:32]=2)[C:12]2[C:13]([C:28](O)=[O:29])=[N:14][N:15]([C:18]3[C:19]([O:26][CH3:27])=[N:20][C:21]([O:24][CH3:25])=[N:22][CH:23]=3)[C:16]=2[CH3:17])[CH:3]=1. (2) The reactants are: [C@H:1]1([NH2:8])[CH2:6][CH2:5][C@H:4]([NH2:7])[CH2:3][CH2:2]1.Cl.[C:10]([O:14][C:15](O[C:15]([O:14][C:10]([CH3:13])([CH3:12])[CH3:11])=[O:16])=[O:16])([CH3:13])([CH3:12])[CH3:11]. Given the product [C:10]([O:14][C:15]([NH:7][C@H:4]1[CH2:5][CH2:6][C@H:1]([NH2:8])[CH2:2][CH2:3]1)=[O:16])([CH3:13])([CH3:12])[CH3:11], predict the reactants needed to synthesize it. (3) Given the product [F:18][C:17]1[CH:16]=[CH:15][C:14]([CH:19]([C:21]2[S:22][CH:23]=[CH:24][N:25]=2)[OH:20])=[CH:13][C:12]=1[C:10]1[C:9]2[C:4](=[CH:5][C:6]([N:26]3[CH2:31][CH2:30][O:29][CH2:28][CH2:27]3)=[CH:7][CH:8]=2)[N:3]=[C:2]([C:61]#[C:60][Si:62]([CH2:67][CH3:68])([CH2:65][CH3:66])[CH2:63][CH3:64])[N:11]=1, predict the reactants needed to synthesize it. The reactants are: Cl[C:2]1[N:11]=[C:10]([C:12]2[CH:13]=[C:14]([CH:19]([C:21]3[S:22][CH:23]=[CH:24][N:25]=3)[OH:20])[CH:15]=[CH:16][C:17]=2[F:18])[C:9]2[C:4](=[CH:5][C:6]([N:26]3[CH2:31][CH2:30][O:29][CH2:28][CH2:27]3)=[CH:7][CH:8]=2)[N:3]=1.C1(P(C2C=CC=CC=2)C2C=CC=CN=2)C=CC=CC=1.CCN(C(C)C)C(C)C.[CH2:60]([Si:62]([CH2:67][CH3:68])([CH2:65][CH3:66])[C:63]#[CH:64])[CH3:61].[Cl-].[Na+].